Dataset: Full USPTO retrosynthesis dataset with 1.9M reactions from patents (1976-2016). Task: Predict the reactants needed to synthesize the given product. (1) Given the product [C:23]([O:27][C:28](=[O:31])[CH2:29][N:16]([C:14]1[CH:13]=[CH:12][N:11]=[C:10]([C:7]2[CH:6]=[CH:5][C:4]([CH:1]([CH3:3])[CH3:2])=[CH:9][CH:8]=2)[N:15]=1)[CH2:17][C:18]1[S:19][CH:20]=[CH:21][CH:22]=1)([CH3:26])([CH3:25])[CH3:24], predict the reactants needed to synthesize it. The reactants are: [CH:1]([C:4]1[CH:9]=[CH:8][C:7]([C:10]2[N:15]=[C:14]([NH:16][CH2:17][C:18]3[S:19][CH:20]=[CH:21][CH:22]=3)[CH:13]=[CH:12][N:11]=2)=[CH:6][CH:5]=1)([CH3:3])[CH3:2].[C:23]([O:27][C:28](=[O:31])[CH2:29]Br)([CH3:26])([CH3:25])[CH3:24]. (2) The reactants are: [S:1]1[C:5]2[CH:6]=[CH:7][C:8]([CH2:10][CH2:11][OH:12])=[CH:9][C:4]=2[CH:3]=[CH:2]1.[OH-:13].C([N+](C)(C)C)[C:15]1[CH:20]=[CH:19][CH:18]=CC=1.[C:25](#N)[CH:26]=[CH2:27].Cl.S(=O)(=O)(O)O.[OH2:35]. Given the product [S:1]1[C:5]2[CH:6]=[CH:7][C:8]([CH2:10][CH2:11][O:12][CH2:27][CH2:26][C:25]([O:35][CH2:18][CH2:19][CH2:20][CH3:15])=[O:13])=[CH:9][C:4]=2[CH:3]=[CH:2]1, predict the reactants needed to synthesize it. (3) Given the product [NH2:1][C:2]1[CH:7]=[CH:6][C:5]([CH2:8][C:9]([O:11][CH2:12][CH3:13])=[O:10])=[CH:4][C:3]=1[F:19], predict the reactants needed to synthesize it. The reactants are: [NH2:1][C:2]1[CH:7]=[CH:6][C:5]([CH:8](C(OCC)=O)[C:9]([O:11][CH2:12][CH3:13])=[O:10])=[CH:4][C:3]=1[F:19].[OH-].[Na+]. (4) Given the product [ClH:18].[NH2:17][CH2:16][CH:6]([C:5]1[S:1][C:2]2[CH:11]=[CH:10][CH:9]=[CH:8][C:3]=2[CH:4]=1)[OH:7], predict the reactants needed to synthesize it. The reactants are: [S:1]1[C:5]([CH:6]=[O:7])=[CH:4][C:3]2[CH:8]=[CH:9][CH:10]=[CH:11][C:2]1=2.C[Si]([C:16]#[N:17])(C)C.[Cl:18]CCl. (5) Given the product [CH3:44][C:39]1[CH:40]=[CH:41][CH:42]=[CH:43][C:38]=1[C:16]1[C:15](=[O:45])[N:14]([CH:11]2[CH2:12][CH2:13][NH:8][CH2:9][CH2:10]2)[C:19]2[N:20]=[C:21]([NH:24][CH:25]3[CH2:26][CH2:27][N:28]([C:31]([O:33][C:34]([CH3:37])([CH3:35])[CH3:36])=[O:32])[CH2:29][CH2:30]3)[N:22]=[CH:23][C:18]=2[CH:17]=1, predict the reactants needed to synthesize it. The reactants are: C([N:8]1[CH2:13][CH2:12][CH:11]([N:14]2[C:19]3[N:20]=[C:21]([NH:24][CH:25]4[CH2:30][CH2:29][N:28]([C:31]([O:33][C:34]([CH3:37])([CH3:36])[CH3:35])=[O:32])[CH2:27][CH2:26]4)[N:22]=[CH:23][C:18]=3[CH:17]=[C:16]([C:38]3[CH:43]=[CH:42][CH:41]=[CH:40][C:39]=3[CH3:44])[C:15]2=[O:45])[CH2:10][CH2:9]1)C1C=CC=CC=1.[H][H]. (6) Given the product [Cl:24][C:20]1[CH:19]=[C:18]([CH:23]=[CH:22][CH:21]=1)[CH2:17][N:8]1[C:9]2[C:14](=[CH:13][CH:12]=[CH:11][CH:10]=2)[C:15](=[O:16])[C:6]([C:4](=[O:5])[C:31]2[CH:32]=[CH:33][C:28]([O:27][CH3:26])=[CH:29][CH:30]=2)=[CH:7]1, predict the reactants needed to synthesize it. The reactants are: CON(C)[C:4]([C:6]1[C:15](=[O:16])[C:14]2[C:9](=[CH:10][CH:11]=[CH:12][CH:13]=2)[N:8]([CH2:17][C:18]2[CH:23]=[CH:22][CH:21]=[C:20]([Cl:24])[CH:19]=2)[CH:7]=1)=[O:5].[CH3:26][O:27][C:28]1[CH:33]=[CH:32][C:31]([Mg]Br)=[CH:30][CH:29]=1. (7) Given the product [F:18][C:19]1[C:27]([O:28][C:29]2[C:38]3[C:33](=[CH:34][C:35]([O:17][CH2:16][CH2:15][CH2:14][N:11]4[CH2:10][CH2:9][N:8]([C:6]([O:5][C:1]([CH3:4])([CH3:3])[CH3:2])=[O:7])[CH2:13][CH2:12]4)=[C:36]([O:39][CH3:40])[CH:37]=3)[N:32]=[CH:31][N:30]=2)=[CH:26][CH:25]=[C:24]2[C:20]=1[CH:21]=[C:22]([CH3:42])[NH:23]2, predict the reactants needed to synthesize it. The reactants are: [C:1]([O:5][C:6]([N:8]1[CH2:13][CH2:12][N:11]([CH2:14][CH2:15][CH2:16][OH:17])[CH2:10][CH2:9]1)=[O:7])([CH3:4])([CH3:3])[CH3:2].[F:18][C:19]1[C:27]([O:28][C:29]2[C:38]3[C:33](=[CH:34][C:35](O)=[C:36]([O:39][CH3:40])[CH:37]=3)[N:32]=[CH:31][N:30]=2)=[CH:26][CH:25]=[C:24]2[C:20]=1[CH:21]=[C:22]([CH3:42])[NH:23]2.